The task is: Predict the product of the given reaction.. This data is from Forward reaction prediction with 1.9M reactions from USPTO patents (1976-2016). (1) Given the reactants [C:1]([O:7][CH2:8][N:9]1[C:13]2[N:14]=[N:15][CH:16]=[C:17]([C:18]3[CH:19]=[N:20][NH:21][CH:22]=3)[C:12]=2[CH:11]=[CH:10]1)(=[O:6])[C:2]([CH3:5])([CH3:4])[CH3:3].[C:23]([CH:25]=[C:26]1[CH2:29][N:28]([C:30]([O:32][C:33]([CH3:36])([CH3:35])[CH3:34])=[O:31])[CH2:27]1)#[N:24].C1CCN2C(=NCCC2)CC1, predict the reaction product. The product is: [C:23]([CH2:25][C:26]1([N:20]2[CH:19]=[C:18]([C:17]3[C:12]4[CH:11]=[CH:10][N:9]([CH2:8][O:7][C:1](=[O:6])[C:2]([CH3:5])([CH3:4])[CH3:3])[C:13]=4[N:14]=[N:15][CH:16]=3)[CH:22]=[N:21]2)[CH2:29][N:28]([C:30]([O:32][C:33]([CH3:36])([CH3:35])[CH3:34])=[O:31])[CH2:27]1)#[N:24]. (2) Given the reactants [Cl:1][C:2]1[CH:7]=[CH:6][C:5]([C:8]2([C:13]([OH:15])=O)[CH2:12][CH2:11][CH2:10][CH2:9]2)=[CH:4][CH:3]=1.[NH2:16][CH2:17][CH2:18][CH2:19][N:20]1[CH2:25][CH2:24][CH:23]([C:26]2[CH:27]=[C:28]([NH:32][C:33](=[O:35])[CH3:34])[CH:29]=[CH:30][CH:31]=2)[CH2:22][CH2:21]1, predict the reaction product. The product is: [C:33]([NH:32][C:28]1[CH:27]=[C:26]([CH:23]2[CH2:24][CH2:25][N:20]([CH2:19][CH2:18][CH2:17][NH:16][C:13]([C:8]3([C:5]4[CH:4]=[CH:3][C:2]([Cl:1])=[CH:7][CH:6]=4)[CH2:9][CH2:10][CH2:11][CH2:12]3)=[O:15])[CH2:21][CH2:22]2)[CH:31]=[CH:30][CH:29]=1)(=[O:35])[CH3:34].